From a dataset of Reaction yield outcomes from USPTO patents with 853,638 reactions. Predict the reaction yield, written as a fraction of the theoretical maximum amount of product (1.0 means a 100% yield; for example, 0.34 means a 34% yield). (1) The reactants are [CH3:1][CH:2]([CH3:6])[CH2:3]C=O.[C:7]([OH:10])(=O)[CH3:8].C(O[BH-](O[C:21](=[O:23])[CH3:22])OC(=O)C)(=O)C.[Na+].[OH-].[Na+].Cl.[NH2:28][CH:29]([C:33]1[CH:38]=[CH:37][C:36]([O:39][CH3:40])=[C:35]([O:41][CH2:42][CH3:43])[CH:34]=1)[CH2:30][C:31]#[N:32].[N:44]1C=[CH:48][CH:47]=[CH:46][CH:45]=1. The catalyst is ClCCCl.CO. The product is [CH2:42]([O:41][C:35]1[CH:34]=[C:33]([CH:29]([N:28]2[C:7](=[O:10])[C:8]3[C:22](=[CH:48][CH:47]=[CH:46][C:45]=3[NH:44][CH2:3][CH:2]([CH3:6])[CH3:1])[C:21]2=[O:23])[CH2:30][C:31]#[N:32])[CH:38]=[CH:37][C:36]=1[O:39][CH3:40])[CH3:43]. The yield is 0.460. (2) The reactants are [CH2:1]([C:3]1[NH:4][C:5](=[O:27])[C:6]([CH2:12][C:13]2[CH:18]=[CH:17][C:16]([C:19]3[C:20]([C:25]#[N:26])=[CH:21][CH:22]=[CH:23][CH:24]=3)=[CH:15][CH:14]=2)=[C:7]([CH2:9][CH2:10][CH3:11])[N:8]=1)[CH3:2].[Br:28][C:29]1[CH:34]=[CH:33][C:32](B(O)O)=[CH:31][CH:30]=1.C(N(CC)CC)C.N1C=CC=CC=1. The catalyst is ClCCl.C(OCC)(=O)C.C([O-])(=O)C.[Cu+2].C([O-])(=O)C. The product is [Br:28][C:29]1[CH:34]=[CH:33][C:32]([N:4]2[C:5](=[O:27])[C:6]([CH2:12][C:13]3[CH:18]=[CH:17][C:16]([C:19]4[C:20]([C:25]#[N:26])=[CH:21][CH:22]=[CH:23][CH:24]=4)=[CH:15][CH:14]=3)=[C:7]([CH2:9][CH2:10][CH3:11])[N:8]=[C:3]2[CH2:1][CH3:2])=[CH:31][CH:30]=1. The yield is 0.560. (3) The reactants are [F:1][C:2]1[CH:3]=[CH:4][C:5]([OH:27])=[C:6]([C@H:8]2[CH2:12][CH2:11][CH2:10][N:9]2[C:13]2[CH:18]=[CH:17][N:16]3[N:19]=[CH:20][C:21]([C:22]([O:24][CH2:25][CH3:26])=[O:23])=[C:15]3[N:14]=2)[CH:7]=1.Cl[CH2:29][CH:30]1[CH2:34][O:33][C:32]([CH3:36])([CH3:35])[O:31]1.C(=O)([O-])[O-].[K+].[K+].[Br-].[Na+]. The catalyst is CN(C=O)C. The product is [CH3:35][C:32]1([CH3:36])[O:31][CH:30]([CH2:29][O:27][C:5]2[CH:4]=[CH:3][C:2]([F:1])=[CH:7][C:6]=2[C@H:8]2[CH2:12][CH2:11][CH2:10][N:9]2[C:13]2[CH:18]=[CH:17][N:16]3[N:19]=[CH:20][C:21]([C:22]([O:24][CH2:25][CH3:26])=[O:23])=[C:15]3[N:14]=2)[CH2:34][O:33]1. The yield is 0.250. (4) The reactants are C[O:2][C:3]1[CH:4]=[C:5]([C:9]#[C:10][C:11]2[N:19]([CH3:20])[C:18]3[C:17](=[O:21])[N:16]([CH2:22][C:23]#[CH:24])[C:15](=[O:25])[N:14]([CH3:26])[C:13]=3[N:12]=2)[CH:6]=[CH:7][CH:8]=1.B(Br)(Br)Br. The yield is 0.760. The catalyst is ClCCl. The product is [OH:2][C:3]1[CH:4]=[C:5]([C:9]#[C:10][C:11]2[N:19]([CH3:20])[C:18]3[C:17](=[O:21])[N:16]([CH2:22][C:23]#[CH:24])[C:15](=[O:25])[N:14]([CH3:26])[C:13]=3[N:12]=2)[CH:6]=[CH:7][CH:8]=1. (5) The reactants are [CH2:1]([O:5][C:6]1[C:11]([C:12]([N:14]2[CH2:31][CH2:30][C:17]3([CH2:22][CH2:21][N:20]([C:23]([O:25][C:26]([CH3:29])([CH3:28])[CH3:27])=[O:24])[CH2:19][CH2:18]3)[CH2:16][CH2:15]2)=O)=[CH:10][CH:9]=[CH:8][N:7]=1)[CH:2]([CH3:4])[CH3:3].[H-].[Al+3].[Li+].[H-].[H-].[H-]. The catalyst is O1CCCC1.N.CO. The product is [CH2:1]([O:5][C:6]1[C:11]([CH2:12][N:14]2[CH2:15][CH2:16][C:17]3([CH2:22][CH2:21][N:20]([C:23]([O:25][C:26]([CH3:29])([CH3:28])[CH3:27])=[O:24])[CH2:19][CH2:18]3)[CH2:30][CH2:31]2)=[CH:10][CH:9]=[CH:8][N:7]=1)[CH:2]([CH3:4])[CH3:3]. The yield is 0.480. (6) The reactants are Br[C:2]1[CH:23]=[CH:22][C:5]([C:6]([NH:8][S:9]([C:12]2[CH:17]=[CH:16][CH:15]=[CH:14][C:13]=2[S:18](=[O:21])(=[O:20])[NH2:19])(=[O:11])=[O:10])=[O:7])=[C:4]([F:24])[CH:3]=1.[C:25]([CH:27]1[CH2:31][CH2:30][CH2:29][CH2:28]1)#[CH:26]. No catalyst specified. The product is [CH:27]1([C:25]#[C:26][C:2]2[CH:23]=[CH:22][C:5]([C:6]([NH:8][S:9]([C:12]3[CH:17]=[CH:16][CH:15]=[CH:14][C:13]=3[S:18](=[O:21])(=[O:20])[NH2:19])(=[O:11])=[O:10])=[O:7])=[C:4]([F:24])[CH:3]=2)[CH2:31][CH2:30][CH2:29][CH2:28]1. The yield is 0.420. (7) The reactants are [CH3:1][O:2][C:3](=[O:30])[C:4]1[CH:9]=[CH:8][C:7]([N+:10]([O-])=O)=[CH:6][C:5]=1[NH:13][C:14](=[O:29])[C:15]1[CH:20]=[C:19]([C:21]([F:24])([F:23])[F:22])[CH:18]=[C:17]([C:25]([F:28])([F:27])[F:26])[CH:16]=1. The catalyst is C(OCC)(=O)C.[Pd]. The product is [CH3:1][O:2][C:3](=[O:30])[C:4]1[CH:9]=[CH:8][C:7]([NH2:10])=[CH:6][C:5]=1[NH:13][C:14](=[O:29])[C:15]1[CH:16]=[C:17]([C:25]([F:27])([F:28])[F:26])[CH:18]=[C:19]([C:21]([F:22])([F:23])[F:24])[CH:20]=1. The yield is 0.990. (8) The reactants are [NH:1]1[CH2:6][CH2:5][CH:4]([CH2:7][OH:8])[CH2:3][CH2:2]1.C(N(CC)CC)C.[C:16](O[C:16]([O:18][C:19]([CH3:22])([CH3:21])[CH3:20])=[O:17])([O:18][C:19]([CH3:22])([CH3:21])[CH3:20])=[O:17].C(O)(=O)C. The catalyst is ClCCl. The product is [C:19]([O:18][C:16]([N:1]1[CH2:6][CH2:5][CH:4]([CH2:7][OH:8])[CH2:3][CH2:2]1)=[O:17])([CH3:22])([CH3:21])[CH3:20]. The yield is 0.890.